Dataset: Catalyst prediction with 721,799 reactions and 888 catalyst types from USPTO. Task: Predict which catalyst facilitates the given reaction. (1) Reactant: C(OC(=O)[NH:10][CH:11]1[C:20]2[C:15](=[CH:16][CH:17]=[C:18]([C:21]([F:24])([F:23])[F:22])[CH:19]=2)[N:14]([C:25](=[O:30])[C:26]([F:29])([F:28])[F:27])[CH:13]([CH2:31][CH2:32][O:33][CH2:34][C:35]2[CH:40]=[CH:39][CH:38]=[CH:37][CH:36]=2)[CH2:12]1)C1C=CC=CC=1.[H][H]. Product: [NH2:10][CH:11]1[C:20]2[C:15](=[CH:16][CH:17]=[C:18]([C:21]([F:24])([F:22])[F:23])[CH:19]=2)[N:14]([C:25](=[O:30])[C:26]([F:27])([F:28])[F:29])[CH:13]([CH2:31][CH2:32][O:33][CH2:34][C:35]2[CH:36]=[CH:37][CH:38]=[CH:39][CH:40]=2)[CH2:12]1. The catalyst class is: 29. (2) Reactant: [CH3:13][C:12]([O:11][C:9](O[C:9]([O:11][C:12]([CH3:15])([CH3:14])[CH3:13])=[O:10])=[O:10])([CH3:15])[CH3:14].[NH2:16][C@:17]1([CH2:24][C:25]#[CH:26])[CH2:21][CH2:20][N:19]([CH3:22])[C:18]1=[O:23]. Product: [CH3:22][N:19]1[CH2:20][CH2:21][C@:17]([NH:16][C:9](=[O:10])[O:11][C:12]([CH3:13])([CH3:14])[CH3:15])([CH2:24][C:25]#[CH:26])[C:18]1=[O:23]. The catalyst class is: 2. (3) Reactant: [CH2:1]([N:4]([CH2:34][CH2:35][CH3:36])[CH2:5][CH2:6][CH2:7][CH2:8][CH:9]1[CH2:17][C:16]2[C:11](=[CH:12][CH:13]=[C:14]([CH2:18][N:19]3[C:27](=[O:28])[C:26]4[C:21](=[CH:22][CH:23]=[CH:24][CH:25]=4)[C:20]3=[O:29])[CH:15]=2)[CH:10]1[O:30][CH2:31]OC)[CH2:2][CH3:3].Cl.CO. Product: [CH2:34]([N:4]([CH2:1][CH2:2][CH3:3])[CH2:5][CH2:6][CH2:7][CH2:8][CH:9]1[CH2:17][C:16]2[C:11](=[CH:12][CH:13]=[C:14]([CH2:18][N:19]3[C:20](=[O:29])[C:21]4[C:26](=[CH:25][CH:24]=[CH:23][CH:22]=4)[C:27]3=[O:28])[CH:15]=2)[CH:10]1[O:30][CH3:31])[CH2:35][CH3:36]. The catalyst class is: 5. (4) The catalyst class is: 10. Reactant: [CH3:1][O:2][C:3]1[CH:23]=[CH:22][C:6]([CH2:7][O:8][C:9]2[CH:14]=[CH:13][N:12]=[C:11]([N:15]3[CH2:20][CH2:19][N:18]([CH3:21])[CH2:17][CH2:16]3)[N:10]=2)=[CH:5][CH:4]=1.[I:24]N1C(=O)CCC1=O.C(O)(C(F)(F)F)=O.C([O-])([O-])=O.[Na+].[Na+]. Product: [I:24][C:14]1[C:9]([O:8][CH2:7][C:6]2[CH:5]=[CH:4][C:3]([O:2][CH3:1])=[CH:23][CH:22]=2)=[N:10][C:11]([N:15]2[CH2:16][CH2:17][N:18]([CH3:21])[CH2:19][CH2:20]2)=[N:12][CH:13]=1. (5) The catalyst class is: 815. Reactant: [Cl:1][C:2]1[CH:7]=[CH:6][C:5]([C:8]2([OH:41])[CH2:13][CH2:12][N:11]([CH2:14][CH2:15][CH:16]=[C:17]3[C:23]4[CH:24]=[CH:25][CH:26]=[N:27][C:22]=4[CH2:21][O:20][C:19]4[CH:28]=[CH:29][C:30]([O:32][CH2:33][CH2:34][O:35]C(=O)C)=[CH:31][C:18]3=4)[CH2:10][C:9]2([CH3:40])[CH3:39])=[CH:4][CH:3]=1.[OH-].[Na+]. Product: [Cl:1][C:2]1[CH:7]=[CH:6][C:5]([C:8]2([OH:41])[CH2:13][CH2:12][N:11]([CH2:14][CH2:15][CH:16]=[C:17]3[C:23]4[CH:24]=[CH:25][CH:26]=[N:27][C:22]=4[CH2:21][O:20][C:19]4[CH:28]=[CH:29][C:30]([O:32][CH2:33][CH2:34][OH:35])=[CH:31][C:18]3=4)[CH2:10][C:9]2([CH3:39])[CH3:40])=[CH:4][CH:3]=1.